This data is from Forward reaction prediction with 1.9M reactions from USPTO patents (1976-2016). The task is: Predict the product of the given reaction. (1) The product is: [S:1]1[CH:5]=[CH:4][CH:3]=[C:2]1[CH:6]1[S:10][CH:9]([CH2:11][SH:16])[CH2:8][S:7]1. Given the reactants [S:1]1[CH:5]=[CH:4][CH:3]=[C:2]1[CH:6]1[S:10][CH:9]([CH2:11]O)[CH2:8][S:7]1.OCC1CSC[S:16]1, predict the reaction product. (2) The product is: [C:1]([O:4][CH2:5][C:6]1[CH:7]=[CH:8][C:9]([C:12]2[C:13](=[O:15])[N:27]([CH2:28][C:29]3[CH:34]=[CH:33][C:32]([O:35][CH3:36])=[CH:31][CH:30]=3)[C:22]3[C:23](=[CH:24][CH:25]=[C:20]([O:19][CH3:18])[CH:21]=3)[N:26]=2)=[CH:10][CH:11]=1)(=[O:3])[CH3:2]. Given the reactants [C:1]([O:4][CH2:5][C:6]1[CH:11]=[CH:10][C:9]([C:12](=O)[C:13]([O:15]C)=O)=[CH:8][CH:7]=1)(=[O:3])[CH3:2].[CH3:18][O:19][C:20]1[CH:21]=[C:22]([NH:27][CH2:28][C:29]2[CH:34]=[CH:33][C:32]([O:35][CH3:36])=[CH:31][CH:30]=2)[C:23]([NH2:26])=[CH:24][CH:25]=1, predict the reaction product. (3) Given the reactants [CH3:1]N(C=O)C.P(Cl)(Cl)(Cl)=O.[C:11]([C:13]1[N:17]([S:18]([C:21]2[CH:27]=[CH:26][C:24]([CH3:25])=[CH:23][CH:22]=2)(=[O:20])=[O:19])[CH:16]=[C:15]([C:28](=[N:30][NH:31][C:32](N)=O)[CH3:29])[CH:14]=1)#[N:12].[OH-:35].[Na+], predict the reaction product. The product is: [CH:1]([C:29]1[C:28]([C:15]2[CH:14]=[C:13]([C:11]#[N:12])[N:17]([S:18]([C:21]3[CH:27]=[CH:26][C:24]([CH3:25])=[CH:23][CH:22]=3)(=[O:20])=[O:19])[CH:16]=2)=[N:30][NH:31][CH:32]=1)=[O:35]. (4) Given the reactants [Br:1][C:2]1[CH:9]=[C:8]([Cl:10])[C:5]([CH:6]=[O:7])=[C:4]([Cl:11])[CH:3]=1.[CH3:12][Mg]Br.BrC1C=C(C(O)C)C=C(F)C=1, predict the reaction product. The product is: [Br:1][C:2]1[CH:3]=[C:4]([Cl:11])[C:5]([CH:6]([OH:7])[CH3:12])=[C:8]([Cl:10])[CH:9]=1. (5) Given the reactants [CH:1]1([CH:6]([OH:17])[C:7]([O:9][CH2:10][C:11]2[CH:16]=[CH:15][CH:14]=[CH:13][CH:12]=2)=[O:8])[CH2:5][CH2:4][CH2:3][CH2:2]1.CC(OI1(OC(C)=O)(OC(C)=O)OC(=O)C2C=CC=CC1=2)=O, predict the reaction product. The product is: [O:17]=[C:6]([CH:1]1[CH2:5][CH2:4][CH2:3][CH2:2]1)[C:7]([O:9][CH2:10][C:11]1[CH:12]=[CH:13][CH:14]=[CH:15][CH:16]=1)=[O:8]. (6) Given the reactants [F:1][CH:2]([F:13])[C:3]1[C:7]([C:8](Cl)=[O:9])=[C:6]([F:11])[N:5]([CH3:12])[N:4]=1.[Cl:14][C:15]1[C:16]([CH2:25][CH:26]([NH:28][CH:29]2[CH2:31][CH2:30]2)[CH3:27])=[N:17][CH:18]=[C:19]([C:21]([F:24])([F:23])[F:22])[CH:20]=1.C(N(CC)CC)C, predict the reaction product. The product is: [Cl:14][C:15]1[C:16]([CH2:25][CH:26]([N:28]([CH:29]2[CH2:31][CH2:30]2)[C:8]([C:7]2[C:3]([CH:2]([F:13])[F:1])=[N:4][N:5]([CH3:12])[C:6]=2[F:11])=[O:9])[CH3:27])=[N:17][CH:18]=[C:19]([C:21]([F:24])([F:22])[F:23])[CH:20]=1. (7) Given the reactants [CH:1]([C:3]1[C:13]2[O:12][CH2:11][CH2:10][N:9]([C:14]([O:16][C:17]([CH3:20])([CH3:19])[CH3:18])=[O:15])[CH2:8][C:7]=2[CH:6]=[CH:5][CH:4]=1)=[CH2:2], predict the reaction product. The product is: [CH2:1]([C:3]1[C:13]2[O:12][CH2:11][CH2:10][N:9]([C:14]([O:16][C:17]([CH3:18])([CH3:20])[CH3:19])=[O:15])[CH2:8][C:7]=2[CH:6]=[CH:5][CH:4]=1)[CH3:2]. (8) Given the reactants N[C:2]([C:9]1C=CC2C(=CC=C(OCCCCCCC)C=2)N=1)([CH3:8])[C:3]([O:5]CC)=[O:4].[CH3:27][OH:28].[CH3:29][O-:30].[Na+], predict the reaction product. The product is: [CH3:27][O:28][CH2:29][O:30][CH2:9][C@@H:2]([CH3:8])[C:3]([OH:5])=[O:4]. (9) Given the reactants C([O:3][C:4]([CH2:6][C:7]1[C:16]2[C:11](=[CH:12][C:13]([O:17][CH2:18][C:19]3[CH:24]=[CH:23][CH:22]=[C:21]([Cl:25])[CH:20]=3)=[CH:14][CH:15]=2)[O:10][C:9](=[O:26])[CH:8]=1)=O)C.[CH3:27][NH2:28], predict the reaction product. The product is: [CH3:27][NH:28][C:4]([CH2:6][C:7]1[C:16]2[C:11](=[CH:12][C:13]([O:17][CH2:18][C:19]3[CH:24]=[CH:23][CH:22]=[C:21]([Cl:25])[CH:20]=3)=[CH:14][CH:15]=2)[O:10][C:9](=[O:26])[CH:8]=1)=[O:3]. (10) Given the reactants [CH3:1][O:2][C:3]([C:5]1[C:9]2[CH:10]=[CH:11][C:12](B3OC(C)(C)C(C)(C)O3)=[CH:13][C:8]=2[O:7][C:6]=1[CH3:23])=[O:4].Br[C:25]1[CH:48]=[CH:47][C:28]([O:29][CH2:30][C:31]2[N:35]([C:36]3[C:41]([Cl:42])=[CH:40][CH:39]=[CH:38][C:37]=3[Cl:43])[N:34]=[CH:33][C:32]=2[CH:44]([CH3:46])[CH3:45])=[CH:27][C:26]=1[CH3:49].N#N.C1(P(C2CCCCC2)C2(OC)CC=CC(OC)=C2C2C=CC=CC=2)CCCCC1.P([O-])([O-])([O-])=O.[K+].[K+].[K+], predict the reaction product. The product is: [CH3:1][O:2][C:3]([C:5]1[C:9]2[CH:10]=[CH:11][C:12]([C:25]3[CH:48]=[CH:47][C:28]([O:29][CH2:30][C:31]4[N:35]([C:36]5[C:41]([Cl:42])=[CH:40][CH:39]=[CH:38][C:37]=5[Cl:43])[N:34]=[CH:33][C:32]=4[CH:44]([CH3:45])[CH3:46])=[CH:27][C:26]=3[CH3:49])=[CH:13][C:8]=2[O:7][C:6]=1[CH3:23])=[O:4].